This data is from Full USPTO retrosynthesis dataset with 1.9M reactions from patents (1976-2016). The task is: Predict the reactants needed to synthesize the given product. (1) Given the product [CH3:9][C:4]1[CH:3]=[C:2]([CH:7]=[CH:6][C:5]=1[S:8][CH2:19][C:20]1[N:24]([CH2:25][CH2:26][CH3:27])[CH:23]=[N:22][CH:21]=1)[NH2:1], predict the reactants needed to synthesize it. The reactants are: [NH2:1][C:2]1[CH:7]=[CH:6][C:5]([SH:8])=[C:4]([CH3:9])[CH:3]=1.C(N(CC)CC)C.Cl.Cl[CH2:19][C:20]1[N:24]([CH2:25][CH2:26][CH3:27])[CH:23]=[N:22][CH:21]=1.O. (2) Given the product [ClH:9].[Br:1][C:2]1[C:3]2[N:4]([CH:13]=[C:11]([CH2:10][Cl:9])[N:8]=2)[CH:5]=[CH:6][CH:7]=1, predict the reactants needed to synthesize it. The reactants are: [Br:1][C:2]1[C:3]([NH2:8])=[N:4][CH:5]=[CH:6][CH:7]=1.[Cl:9][CH2:10][C:11]([CH2:13]Cl)=O.